This data is from Forward reaction prediction with 1.9M reactions from USPTO patents (1976-2016). The task is: Predict the product of the given reaction. (1) Given the reactants [C:1]([O:4][CH2:5][CH3:6])(=[O:3])[CH3:2].[O-:7]CC.[Na+].[F:11][C:12](N(C)C)([F:16])[CH:13](F)F.O, predict the reaction product. The product is: [F:11][CH:12]([F:16])[C:13](=[O:7])[CH2:2][C:1]([O:4][CH2:5][CH3:6])=[O:3]. (2) Given the reactants [OH-].[Na+].C1C(C(N)=O)=CN([CH:27]2[O:43][CH:30]([CH2:31]OP(OP(O[CH2:27][CH:28]3O[CH:31](N4C5N=CN=C(N)C=5N=C4)[CH:30]([O:43]P([O-])([O-])=O)[CH:29]3[OH:48])([O-])=O)([O-])=O)[CH:29]([OH:48])[CH:28]2O)C=C1.[Na+].[Na+].[Na+].[Na+].[CH2:55]=[CH:56][C:57]1C=CC=CC=1.C(O)(=O)C=C.CC(C(C(C(S)(C)C)(C)C)(C)C)C.C=CC=C.[NH4+].[OH-], predict the reaction product. The product is: [CH3:57]/[CH:56]=[CH:55]/[CH:27]1[CH2:28][C@H:29]([OH:48])[C@H:30]([OH:43])[CH2:31]1. (3) Given the reactants [CH2:1]([O:8][C:9]1C=CC(Br)=CC=1C(C)(C)C)[C:2]1C=CC=CC=1.[F:20][C:21]1[C:26]([F:27])=[CH:25][C:24](Br)=[CH:23][C:22]=1[OH:29].CC[OH:32], predict the reaction product. The product is: [CH2:1]([O:8][C:9](=[O:32])[C:24]1[CH:23]=[C:22]([OH:29])[C:21]([F:20])=[C:26]([F:27])[CH:25]=1)[CH3:2]. (4) The product is: [Br:1][C:2]1[CH:7]=[CH:6][C:5]([N:8]2[CH:12]([C:13]3[CH:18]=[CH:17][CH:16]=[CH:15][C:14]=3[O:19][CH3:20])[C:11]3[C:21]([C:22]([CH2:23][OH:24])([CH3:32])[CH3:31])=[N:38][NH:37][C:10]=3[C:9]2=[O:35])=[CH:4][CH:3]=1. Given the reactants [Br:1][C:2]1[CH:7]=[CH:6][C:5]([N:8]2[CH:12]([C:13]3[CH:18]=[CH:17][CH:16]=[CH:15][C:14]=3[O:19][CH3:20])[C:11]([C:21](=O)[C:22]([CH3:32])([CH3:31])[CH2:23][O:24]C3CCCCO3)=[C:10](O)[C:9]2=[O:35])=[CH:4][CH:3]=1.O.[NH2:37][NH2:38].C(=O)(O)[O-].[Na+], predict the reaction product.